From a dataset of Catalyst prediction with 721,799 reactions and 888 catalyst types from USPTO. Predict which catalyst facilitates the given reaction. (1) Reactant: [CH:1]([C:4]1[C:8]([CH2:9][CH2:10][CH2:11][CH2:12][OH:13])=[CH:7][N:6]([C:14]2[CH:19]=[CH:18][C:17]([C:20]([F:23])([F:22])[F:21])=[CH:16][N:15]=2)[N:5]=1)([CH3:3])[CH3:2].O[C:25]1[CH:29]=[C:28]([CH2:30][CH2:31][C:32]([O:34]CC)=[O:33])[N:27]([CH3:37])[N:26]=1.C(P(CCCC)CCCC)CCC.N(C(N1CCCCC1)=O)=NC(N1CCCCC1)=O. Product: [CH:1]([C:4]1[C:8]([CH2:9][CH2:10][CH2:11][CH2:12][O:13][C:25]2[CH:29]=[C:28]([CH2:30][CH2:31][C:32]([OH:34])=[O:33])[N:27]([CH3:37])[N:26]=2)=[CH:7][N:6]([C:14]2[CH:19]=[CH:18][C:17]([C:20]([F:22])([F:21])[F:23])=[CH:16][N:15]=2)[N:5]=1)([CH3:3])[CH3:2]. The catalyst class is: 7. (2) Reactant: C([O:8][CH:9]([C:38]1[CH:43]=[CH:42][C:41]([F:44])=[CH:40][CH:39]=1)[CH2:10][CH2:11][CH:12]1[CH:15]([C:16]2[CH:21]=[CH:20][C:19]([O:22]CC3C=CC=CC=3)=[CH:18][CH:17]=2)[N:14]([C:30]2[CH:35]=[CH:34][C:33]([F:36])=[CH:32][CH:31]=2)[C:13]1=[O:37])C1C=CC=CC=1. Product: [F:36][C:33]1[CH:32]=[CH:31][C:30]([N:14]2[CH:15]([C:16]3[CH:17]=[CH:18][C:19]([OH:22])=[CH:20][CH:21]=3)[CH:12]([CH2:11][CH2:10][CH:9]([C:38]3[CH:39]=[CH:40][C:41]([F:44])=[CH:42][CH:43]=3)[OH:8])[C:13]2=[O:37])=[CH:35][CH:34]=1. The catalyst class is: 19.